Dataset: Reaction yield outcomes from USPTO patents with 853,638 reactions. Task: Predict the reaction yield, written as a fraction of the theoretical maximum amount of product (1.0 means a 100% yield; for example, 0.34 means a 34% yield). (1) The reactants are [Cl:1][C:2]1[C:3]([N:17]2[CH2:22][CH2:21][CH2:20][C@@H:19]([NH:23]C(=O)OC(C)(C)C)[CH2:18]2)=[C:4]2[C:10]([NH:11][C:12]([CH:14]3[CH2:16][CH2:15]3)=[O:13])=[CH:9][NH:8][C:5]2=[N:6][CH:7]=1.Cl. The catalyst is C(O)(C(F)(F)F)=O.C(Cl)Cl.CCOCC. The product is [ClH:1].[NH2:23][C@@H:19]1[CH2:20][CH2:21][CH2:22][N:17]([C:3]2[C:2]([Cl:1])=[CH:7][N:6]=[C:5]3[NH:8][CH:9]=[C:10]([NH:11][C:12]([CH:14]4[CH2:15][CH2:16]4)=[O:13])[C:4]=23)[CH2:18]1. The yield is 0.630. (2) The reactants are Br[C:2]1[CH:7]=[CH:6][C:5]([O:8][CH3:9])=[C:4]([CH3:10])[CH:3]=1.[CH:11]1([Mg]Br)[CH2:13][CH2:12]1. No catalyst specified. The product is [CH:11]1([C:2]2[CH:7]=[CH:6][C:5]([O:8][CH3:9])=[C:4]([CH3:10])[CH:3]=2)[CH2:13][CH2:12]1. The yield is 0.430. (3) The reactants are [Cl:1][C:2]1[CH:3]=[C:4]2[C:8](=[CH:9][CH:10]=1)[NH:7][CH:6]=[C:5]2[CH2:11][CH2:12][NH:13][C:14](=[O:23])[C:15]1[CH:20]=[CH:19][C:18]([CH2:21]Cl)=[CH:17][CH:16]=1.[Cl:24][C:25]1[CH:26]=[C:27](B(O)O)[CH:28]=[CH:29][CH:30]=1.C(=O)([O-])[O-].[Na+].[Na+].[I-].[Na+]. The catalyst is C(COC)OC.O.C1C=CC([P]([Pd]([P](C2C=CC=CC=2)(C2C=CC=CC=2)C2C=CC=CC=2)([P](C2C=CC=CC=2)(C2C=CC=CC=2)C2C=CC=CC=2)[P](C2C=CC=CC=2)(C2C=CC=CC=2)C2C=CC=CC=2)(C2C=CC=CC=2)C2C=CC=CC=2)=CC=1. The product is [Cl:1][C:2]1[CH:3]=[C:4]2[C:8](=[CH:9][CH:10]=1)[NH:7][CH:6]=[C:5]2[CH2:11][CH2:12][NH:13][C:14](=[O:23])[C:15]1[CH:20]=[CH:19][C:18]([CH2:21][C:29]2[CH:28]=[CH:27][CH:26]=[C:25]([Cl:24])[CH:30]=2)=[CH:17][CH:16]=1. The yield is 0.440. (4) The reactants are [F:1][C:2]1[CH:20]=[CH:19][C:5]([CH2:6][NH:7][C@H:8]2[C@@H:13]3[CH2:14][C@@H:10]([CH2:11][CH2:12]3)[C@H:9]2[C:15](OC)=[O:16])=[CH:4][CH:3]=1.[CH3:21][S:22]([NH:25][C:26]1[CH:41]=[CH:40][C:29]2[NH:30][C:31]([CH2:36][C:37](O)=[O:38])=[N:32][S:33](=[O:35])(=[O:34])[C:28]=2[CH:27]=1)(=[O:24])=[O:23].CN1CCOCC1.Cl.CN(C)CCCN=C=NCC.C(N(CC)CC)C. The catalyst is CN(C)C=O.C(OCC)(=O)C.CO. The product is [F:1][C:2]1[CH:3]=[CH:4][C:5]([CH2:6][N:7]2[C:37](=[O:38])[C:36]([C:31]3[NH:30][C:29]4[CH:40]=[CH:41][C:26]([NH:25][S:22]([CH3:21])(=[O:24])=[O:23])=[CH:27][C:28]=4[S:33](=[O:35])(=[O:34])[N:32]=3)=[C:15]([OH:16])[C@H:9]3[C@@H:8]2[C@@H:13]2[CH2:14][C@H:10]3[CH2:11][CH2:12]2)=[CH:19][CH:20]=1. The yield is 0.480. (5) The reactants are [CH3:1][S:2]([NH:5][C:6]1[CH:20]=[CH:19][C:9]2[N:10]([CH2:14][C:15]([O:17][CH3:18])=[O:16])[C:11](=[O:13])[O:12][C:8]=2[CH:7]=1)(=[O:4])=[O:3].[C:21](O[C:21]([O:23][C:24]([CH3:27])([CH3:26])[CH3:25])=[O:22])([O:23][C:24]([CH3:27])([CH3:26])[CH3:25])=[O:22]. The catalyst is CN(C1C=CN=CC=1)C.C(Cl)Cl. The product is [C:24]([O:23][C:21]([N:5]([C:6]1[CH:20]=[CH:19][C:9]2[N:10]([CH2:14][C:15]([O:17][CH3:18])=[O:16])[C:11](=[O:13])[O:12][C:8]=2[CH:7]=1)[S:2]([CH3:1])(=[O:3])=[O:4])=[O:22])([CH3:27])([CH3:26])[CH3:25]. The yield is 0.950.